Predict the reactants needed to synthesize the given product. From a dataset of Full USPTO retrosynthesis dataset with 1.9M reactions from patents (1976-2016). (1) The reactants are: [CH2:1]([O:3][C:4](=[O:12])[C:5](=O)[CH:6]([Cl:10])[C:7](=O)[CH3:8])[CH3:2].[NH2:13][C:14]1[CH:18]=[CH:17][NH:16][N:15]=1.N1CCCCC1. Given the product [CH2:1]([O:3][C:4]([C:5]1[C:6]([Cl:10])=[C:7]([CH3:8])[N:15]2[N:16]=[CH:17][CH:18]=[C:14]2[N:13]=1)=[O:12])[CH3:2], predict the reactants needed to synthesize it. (2) Given the product [CH3:1][O:2][C:3]1[CH:4]=[CH:5][C:6]([CH2:7][O:8][C:9]2[CH:10]=[C:11]([C:16]3[N:21]=[C:20]([C:22]([O:24][CH3:25])=[O:23])[CH:19]=[CH:18][C:17]=3[C:38]3[CH:39]=[CH:40][CH:41]=[CH:42][C:37]=3[CH3:36])[CH:12]=[CH:13][C:14]=2[Cl:15])=[CH:34][CH:35]=1, predict the reactants needed to synthesize it. The reactants are: [CH3:1][O:2][C:3]1[CH:35]=[CH:34][C:6]([CH2:7][O:8][C:9]2[CH:10]=[C:11]([C:16]3[N:21]=[C:20]([C:22]([O:24][CH3:25])=[O:23])[CH:19]=[CH:18][C:17]=3OS(C(F)(F)F)(=O)=O)[CH:12]=[CH:13][C:14]=2[Cl:15])=[CH:5][CH:4]=1.[CH3:36][C:37]1[CH:42]=[CH:41][CH:40]=[CH:39][C:38]=1B(O)O.[O-]P([O-])([O-])=O.[K+].[K+].[K+].CCOCC.CCOC(C)=O.O. (3) Given the product [CH3:1][O:2][C:3]1[CH:4]=[CH:5][C:6]2[O:11][CH:10]([C:12]3[CH:17]=[CH:16][CH:15]=[CH:14][CH:13]=3)[CH2:9][NH:8][C:7]=2[CH:19]=1, predict the reactants needed to synthesize it. The reactants are: [CH3:1][O:2][C:3]1[CH:4]=[CH:5][C:6]2[O:11][CH:10]([C:12]3[CH:17]=[CH:16][CH:15]=[CH:14][CH:13]=3)[C:9](=O)[NH:8][C:7]=2[CH:19]=1.O1CCCC1.[H-].[Al+3].[Li+].[H-].[H-].[H-].[OH-].[Na+].